From a dataset of Drug-target binding data from BindingDB using Ki measurements. Regression. Given a target protein amino acid sequence and a drug SMILES string, predict the binding affinity score between them. We predict pKi (pKi = -log10(Ki in M); higher means stronger inhibition). Dataset: bindingdb_ki. (1) The small molecule is CCOC1Oc2c(Br)cc(Br)cc2C(=O)C1=CNc1ccccc1S(N)(=O)=O. The target protein (P09487) has sequence MISPFLLLAIGTCFASSLVPEKEKDPKYWRDQAQQTLKNALRLQTLNTNVAKNVIMFLGDGMGVSTVTAARILKGQLHHSPGEETKLEMDKFPYVALSKTYNTNAQVPDSAGTATAYLCGVKANEGTVGVSAATQRSQCNTTQGNEVTSILRWAKDAGKSVGIVTTTRVNHATPSASYAHSADRDWYSDNEMPPEALSQGCKDIAYQLMHNIKDIEVIMGGGRKYMFPKNRTDVEYELDEKARGTRLDGLNLIDIWKSFKPKHKHSHYVWNRTDLLALDPHSVDYLLGLFEPGDMQYELNRNNATDPSLSEMVEMAIRILNKNPKGFFLLVEGGRIDHGHHEGKAKQALHEAVEMDQAIGQAGAMTSVEDTLTVVTADHSHVFTFGGYTPRGNSIFGLAPMVSDTDKKPFTAILYGNGPGYKVVGGERENVSMVDYAHNNYQAQSAVPLRHETHGGEDVAVFAKGPMAHLLHGVHEQNYIPHVMAYAACIGANRDHCASA.... The pKi is 4.5. (2) The compound is O=C(Nc1ccc(C(=O)c2ccccc2)cc1)c1ccc(-c2ccc(C(=O)O)o2)cc1. The target protein (P00563) has sequence MPFGNTHNKYKLNYKSEEEYPDLSKHNNHMAKVLTPDLYKKLRDKETPSGFTLDDVIQTGVDNPGHPFIMTVGCVAGDEESYTVFKDLFDPIIQDRHGGFKPTDKHKTDLNHENLKGGDDLDPHYVLSSRVRTGRSIKGYTLPPHCSRGERRAVEKLSVEALNSLTGEFKGKYYPLKSMTEQEQQQLIDDHFLFDKPVSPLLLASGMARDWPDARGIWHNDNKSFLVWVNEEDHLRVISMEKGGNMKEVFRRFCVGLQKIEEIFKKAGHPFMWNEHLGYVLTCPSNLGTGLRGGVHVKLAHLSKHPKFEEILTRLRLQKRGTGGVDTAAVGSVFDISNADRLGSSEVEQVQLVVDGVKLMVEMEKKLEKGQSIDDMIPAQK. The pKi is 4.2. (3) The small molecule is CCCCCc1cc(O)c2c(c1)OC(C)(C)[C@@H]1CCC(C)=C[C@@H]21. The target protein (P12710) has sequence MNFSGKYQLQSQENFEPFMKAIGLPEDLIQKGKDIKGVSEIVHEGKKIKLTITYGPKVVRNEFTLGEECELETMTGEKVKAVVKLEGDNKMVTTFKGIKSVTELNGDTITNTMTLGDIVYKRVSKRI. The pKi is 6.0. (4) The compound is COC(=O)[C@H]1[C@@H](O)CC[C@H]2CN3CCc4c([nH]c5ccccc45)[C@@H]3C[C@@H]21. The target protein (O02824) has sequence MVFLSGNASDSSNCTHPPAPVNISKAILLGVILGGLILFGVLGNILVILSVACHRHLHSVTHYYIVNLAVADLLLTSTVLPFSAIFEILGYWAFGRVFCNIWAAVDVLCCTASIISLCVISIDRYIGVSYPLRYPTIVTQRRGLRALLCVWAFSLVISVGPLFGWRQPAPDDETICQINEEPGYVLFSALGSFYVPLTIILAMYCRVYVVAKRESRGLKSGLKTDKSDSEQVTLRIHRKNAPAGGSGVASAKNKTHFSVRLLKFSREKKAAKTLGIVVGCFVLCWLPFFLVMPIGSFFPDFKPPETVFKIVFWLGYLNSCINPIIYPCSSQEFKKAFQNVLKIQCLRRKQSSKHALGYTLHAPSQALEGQHKDMVRIPVGSGETFYKISKTDGVCEWKFFSSMPRGSARITVPKDQSACTTARVRSKSFLQVCCCVGPSTPNPGENHQVPTIKIHTISLSENGEEV. The pKi is 6.6. (5) The compound is COc1ccccc1N1CCN(CCCCn2ncc(=O)n(C)c2=O)CC1. The target protein sequence is MDPPANLSYFTLSTPAPGEANRSSFDAADPRPRLPLLSVFGVLVLTLLGFLVAATFAWNLLVLATILRVRTFHRVPHNLMASMAISDVLVAALVMPLSLVHELSGRRWQLGRRLCQLWIACDVLCCTASIWNVTAIALDRYWSITRHLEYTLRARRRVSNVMIALTWALSAVISLAPLLFGWGETYSEGSEECQVSREPSYTVFSTVGAFYLPLGVVLFVYWKIYKAAKLRVGPRKTNSVSPISETVQGKGAAQRPEMVLAARRAKVTFQADGDAWREQKEQRASLMVGILIGVFVLCWIPFFTAELLRPLCACDVPPTWKGGFLWLGYSNSFFNPLIYTAFNKNYNSAFKNFFSRHR. The pKi is 5.0. (6) The compound is Cc1ccccc1CNC(=O)[C@H]1N(C(=O)[C@@H](O)[C@H](Cc2ccccc2)NC(=O)c2cccc(O)c2C)CSC1(C)C. The target protein sequence is PQITLWQRPLVTIKIGGQLKEALLDTGADDTVLEEMSLPGRWKPKMIGGIGGFIKVRQYDQILIEICGHKVIGTVLVGPTPVNIIGRNLLTQIGCTLNF. The pKi is 9.9. (7) The drug is OB(O)CCc1ccc(Cl)cc1. The target protein sequence is MMRKKSFWLGMLTAFMLVFTMAFSDSASAAQPAKNVEKDYIVGFKSGVKTASVKKDIIKESGGKVDKQFRIINAAKAKLDKEALKEVKNDPDVAYVEEDHVAHALAQTVPYGIPLIKADKVQAQGFKGANVKVAVLDTGIQASHPDLNVVGGASFVAGEAYNTDGNGHGTHVAGTVAALDNTTGVLGVAPSVSLYAVKVLNSSGSGTYSGIVSGIEWATTNGMDVINMSLGGPSGSTAMKQAVDNAYARGVVVVAAAGNSGSSGNTNTIGYPAKYDSVIAVGAVDSNSNRASFSSVGAELEVMAPGAGVYSTYPTSTYATLNGTSMASPHVAGAAALILSKHPNLSASQVRNRLSSTATYLGSSFYYGKGLINVEAAAQ. The pKi is 4.7. (8) The drug is CC(C)C[C@H](NC(=O)c1ccc(C(C)(C)C)cc1)C(=O)N1CC[C@@H]2[C@H]1C(=O)CN2C(=O)c1ccccc1. The target protein (P36400) has sequence MATSRAALCAVAVVCVVLAAACAPARAIHVGTPAAALFEEFKRTYGRAYETLAEEQQRLANFERNLELMREHQARNPHAQFGITKFFDLSEAEFAARYLNGAAYFAAAKRHAAQHYRKARADLSAVPDAVDWREKGAVTPVKDQGACGSCWAFSAVGNIEGQWYLAGHELVSLSEQQLVSCDDMNDGCDGGLMLQAFDWLLQNTNGHLHTEDSYPYVSGNGYVPECSNSSELVVGAQIDGHVLIGSSEKAMAAWLAKNGPIAIALDASSFMSYKSGVLTACIGKQLNHGVLLVGYDMTGEVPYWVIKNSWGGDWGEQGYVRVVMGVNACLLSEYPVSAHVRESAAPGTSTSSETPAPRPVMVEQVICFDKNCTQGCRKTLIKANECHKNGGGGASMIKCSPQKVTMCTYSNEFCVGGGLCFETPDGKCAPYFLGSIMNTCHYT. The pKi is 6.2. (9) The small molecule is CC(C)=CCC/C(C)=C/CC/C(C)=C/CSc1ccccc1C(=O)O. The target protein (Q9WVM4) has sequence ALLLLLYRPPHYQIAIRACFLGFVFGCGVLLSFSQSSWNHFGWYVCSLSLFHYSEYLVTTVNNPKSLSLDSFLLNHSLEYTVAALSSWIEFTLENIFWPELKQITWLSAAGLLMVIFGECLRKVAMFTAGSNFNHVVQSEKSDTHTLVTSGVYAWCRHPSYVGWFYWSIGTQVMLCNPICGVVYALTVWRFFRDRTEEEEISLIHFFGEEYLDYKKRVPTGLPFIKGVKVGL. The pKi is 5.5. (10) The compound is Nc1ccn([C@@H]2O[C@H](COP(=O)([O-])[O-])[C@@H](O)[C@H]2O)c(=O)[n+]1[O-]. The target protein sequence is MGFKVKLEKRRNAINTCLCIGLDPDEKDIENFMKNEKENNYNNIKKNLKEKYINNVSIKKDILLKAPDNIIREEKSEEFFYFFNHFCFYIINETNKYALTFKMNFAFYIPYGSVGIDVLKNVFDYLYELNIPTILDMKINDIGNTVKNYRKFIFEYLKSDSCTVNIYMGTNMLKDICYDEEKNKYYSAFVLVKTTNPDSAIFQKNLSLDNKQAYVIMAQEALNMSSYLNLEQNNEFIGFVVGANSYDEMNYIRTYFPNCYILSPGIGAQNGDLHKTLTNGYHKSYEKILINIGRAITKNPYPQKAAQMYYDQINAILKQNMES. The pKi is 4.7.